This data is from Reaction yield outcomes from USPTO patents with 853,638 reactions. The task is: Predict the reaction yield, written as a fraction of the theoretical maximum amount of product (1.0 means a 100% yield; for example, 0.34 means a 34% yield). The reactants are C(OC([NH:8][CH2:9][CH2:10][NH:11][C:12]1[CH:20]=[CH:19][CH:18]=[C:17]([N+:21]([O-:23])=[O:22])[C:13]=1[C:14]([OH:16])=[O:15])=O)(C)(C)C.Cl. The catalyst is C1COCC1.O1CCOCC1.C(OCC)(=O)C. The product is [NH2:8][CH2:9][CH2:10][NH:11][C:12]1[CH:20]=[CH:19][CH:18]=[C:17]([N+:21]([O-:23])=[O:22])[C:13]=1[C:14]([OH:16])=[O:15]. The yield is 0.760.